This data is from Forward reaction prediction with 1.9M reactions from USPTO patents (1976-2016). The task is: Predict the product of the given reaction. (1) Given the reactants [Cl:1][C:2]1[CH:3]=[C:4]([CH:8]=[CH:9][C:10]=1[OH:11])[C:5]([OH:7])=[O:6].C(N(C(C)C)CC)(C)C.[CH3:21][O:22][CH2:23]Cl.[OH-].[K+], predict the reaction product. The product is: [Cl:1][C:2]1[CH:3]=[C:4]([CH:8]=[CH:9][C:10]=1[O:11][CH2:21][O:22][CH3:23])[C:5]([OH:7])=[O:6]. (2) Given the reactants N1[CH:6]=[CH:5][C:4]([CH2:7][CH2:8][C:9]([NH:11][C:12]2[CH:22]=[CH:21][CH:20]=[CH:19][C:13]=2C(OCC)=O)=[O:10])=CC=1.[OH-:23].[Na+].Cl.[CH3:26][O:27][CH2:28][C:29]1([C:33]2[CH:38]=CC(N)=CC=2)CCC1.CCN=C=NC[CH2:46][CH2:47][N:48]([CH3:50])[CH3:49].[CH:51]1[CH:52]=[CH:53][C:54]2N(O)N=[N:57][C:55]=2C=1.CCN(C(C)C)C(C)C, predict the reaction product. The product is: [CH3:26][O:27][CH2:28][C:29]1([C:20]2[CH:19]=[CH:13][C:12]([NH:11][C:9]([C:8]3[CH:7]=[CH:4][CH:5]=[CH:6][C:49]=3[N:48]([CH2:50][C:53]3[CH:52]=[CH:51][N:57]=[CH:55][CH:54]=3)[C:47](=[O:23])[CH3:46])=[O:10])=[CH:22][CH:21]=2)[CH2:33][CH2:38]1. (3) Given the reactants [OH:1][C:2]([C:5]1[CH:10]=[CH:9][C:8]([CH2:11][CH:12]([OH:15])CO)=[CH:7][CH:6]=1)([CH3:4])[CH3:3].I([O-])(=O)(=O)=O.[Na+], predict the reaction product. The product is: [OH:1][C:2]([C:5]1[CH:10]=[CH:9][C:8]([CH2:11][CH:12]=[O:15])=[CH:7][CH:6]=1)([CH3:4])[CH3:3]. (4) Given the reactants [CH:1]1([CH2:5][C:6]([OH:8])=O)[CH2:4][CH2:3][CH2:2]1.Cl.[CH3:10][N:11]1[CH2:16][CH2:15][N:14]([C:17]2[CH:22]=[C:21]([C:23]3[CH:32]=[C:31]4[C:26]([CH2:27][CH2:28][NH:29][CH2:30]4)=[CH:25][CH:24]=3)[N:20]=[C:19]([NH2:33])[N:18]=2)[CH2:13][CH2:12]1, predict the reaction product. The product is: [CH:1]1([CH2:5][C:6]([N:29]2[CH2:28][CH2:27][C:26]3[C:31](=[CH:32][C:23]([C:21]4[CH:22]=[C:17]([N:14]5[CH2:13][CH2:12][N:11]([CH3:10])[CH2:16][CH2:15]5)[N:18]=[C:19]([NH2:33])[N:20]=4)=[CH:24][CH:25]=3)[CH2:30]2)=[O:8])[CH2:2][CH2:3][CH2:4]1. (5) Given the reactants [ClH:1].[NH2:2][CH2:3][C:4](=[O:10])[CH2:5][CH2:6][C:7]([OH:9])=[O:8].N[CH2:12][C:13](=O)[CH2:14]CC(O)=O, predict the reaction product. The product is: [ClH:1].[NH2:2][CH2:3][C:4](=[O:10])[CH2:5][CH2:6][C:7]([O:9][CH2:12][CH2:13][CH3:14])=[O:8]. (6) Given the reactants O[C@@H:2]1[CH2:11][CH2:10][CH2:9][C:8]2[C:7]([C:12]#[N:13])=[CH:6][CH:5]=[CH:4][C:3]1=2.C1C=CC(P([N:28]=[N+:29]=[N-:30])(C2C=CC=CC=2)=O)=CC=1.C1CCN2C(=NCCC2)CC1, predict the reaction product. The product is: [N:28]([C@H:2]1[CH2:11][CH2:10][CH2:9][C:8]2[C:7]([C:12]#[N:13])=[CH:6][CH:5]=[CH:4][C:3]1=2)=[N+:29]=[N-:30].